Dataset: Ames mutagenicity test results for genotoxicity prediction. Task: Regression/Classification. Given a drug SMILES string, predict its toxicity properties. Task type varies by dataset: regression for continuous values (e.g., LD50, hERG inhibition percentage) or binary classification for toxic/non-toxic outcomes (e.g., AMES mutagenicity, cardiotoxicity, hepatotoxicity). Dataset: ames. The drug is O=Nc1ccc(Sc2ccccc2)cc1. The result is 1 (mutagenic).